Dataset: Peptide-MHC class I binding affinity with 185,985 pairs from IEDB/IMGT. Task: Regression. Given a peptide amino acid sequence and an MHC pseudo amino acid sequence, predict their binding affinity value. This is MHC class I binding data. The peptide sequence is KTFDHTLMSI. The MHC is H-2-Db with pseudo-sequence H-2-Db. The binding affinity (normalized) is 0.203.